This data is from Catalyst prediction with 721,799 reactions and 888 catalyst types from USPTO. The task is: Predict which catalyst facilitates the given reaction. (1) Reactant: C([N:8]([CH:20]1[CH2:26][CH2:25][CH2:24][C:23]2[CH:27]=[C:28]([O:31][CH2:32][C:33]([O:35][CH2:36][CH3:37])=[O:34])[CH:29]=[CH:30][C:22]=2[CH2:21]1)[CH2:9][C@H:10]([OH:19])[CH2:11][O:12][C:13]1[CH:18]=[CH:17][CH:16]=[CH:15][CH:14]=1)C1C=CC=CC=1.[H][H]. Product: [CH2:36]([O:35][C:33]([CH2:32][O:31][C:28]1[CH:29]=[CH:30][C:22]2[CH2:21][CH:20]([NH:8][CH2:9][C@H:10]([OH:19])[CH2:11][O:12][C:13]3[CH:14]=[CH:15][CH:16]=[CH:17][CH:18]=3)[CH2:26][CH2:25][CH2:24][C:23]=2[CH:27]=1)=[O:34])[CH3:37]. The catalyst class is: 29. (2) Reactant: [C:1]([O-:4])([OH:3])=O.[Na+].[NH2:6][C@@H:7]([C:12]1[CH:17]=[CH:16][CH:15]=[CH:14][CH:13]=1)[C:8]([O:10][CH3:11])=[O:9].[CH3:18]COC(C)=O.CCC[CH2:27][CH2:28][CH3:29]. Product: [C:28]([O:3][C:1]([NH:6][C@H:7]([C:12]1[CH:17]=[CH:16][CH:15]=[CH:14][CH:13]=1)[C:8]([O:10][CH3:11])=[O:9])=[O:4])([CH3:27])([CH3:29])[CH3:18]. The catalyst class is: 14.